Dataset: Full USPTO retrosynthesis dataset with 1.9M reactions from patents (1976-2016). Task: Predict the reactants needed to synthesize the given product. Given the product [CH3:34][N:35]([CH3:44])[CH2:36][CH2:37][N:38]1[CH2:43][CH2:42][N:41]([CH2:6][C:7]2[N:12]=[CH:11][C:10]3[N:13]=[CH:14][N:15]([C:16]4[S:17][C:18]([C:31]([NH2:32])=[O:33])=[C:19]([O:21][C@@H:22]([C:24]5[CH:29]=[CH:28][CH:27]=[CH:26][C:25]=5[F:30])[CH3:23])[CH:20]=4)[C:9]=3[CH:8]=2)[CH2:40][CH2:39]1, predict the reactants needed to synthesize it. The reactants are: CS(O[CH2:6][C:7]1[N:12]=[CH:11][C:10]2[N:13]=[CH:14][N:15]([C:16]3[S:17][C:18]([C:31](=[O:33])[NH2:32])=[C:19]([O:21][C@@H:22]([C:24]4[CH:29]=[CH:28][CH:27]=[CH:26][C:25]=4[F:30])[CH3:23])[CH:20]=3)[C:9]=2[CH:8]=1)(=O)=O.[CH3:34][N:35]([CH3:44])[CH2:36][CH2:37][N:38]1[CH2:43][CH2:42][NH:41][CH2:40][CH2:39]1.